Predict the reactants needed to synthesize the given product. From a dataset of Full USPTO retrosynthesis dataset with 1.9M reactions from patents (1976-2016). (1) Given the product [F:24][C:22]1[CH:21]=[CH:20][C:16]2[CH2:17][CH2:18][CH2:19][C:12]3[S:11][C:10]([NH:9][CH:6]4[CH2:7][CH2:8][CH:3]([CH2:2][NH:1][C:25](=[O:27])[CH3:26])[CH2:4][CH2:5]4)=[N:14][C:13]=3[C:15]=2[CH:23]=1, predict the reactants needed to synthesize it. The reactants are: [NH2:1][CH2:2][C@H:3]1[CH2:8][CH2:7][C@H:6]([NH:9][C:10]2[S:11][C:12]3[CH2:19][CH2:18][CH2:17][C:16]4[CH:20]=[CH:21][C:22]([F:24])=[CH:23][C:15]=4[C:13]=3[N:14]=2)[CH2:5][CH2:4]1.[C:25](Cl)(=[O:27])[CH3:26].O. (2) Given the product [CH3:61][C:60]1[CH:59]=[C:58]([CH3:62])[NH:57][C:56](=[O:63])[C:55]=1[CH2:54][NH:53][C:11]([C:8]1[CH:7]=[CH:6][N:5]=[C:4]([N:3]([CH2:1][CH3:2])[CH:14]2[CH2:19][CH2:18][O:17][CH2:16][CH2:15]2)[C:9]=1[CH3:10])=[O:13], predict the reactants needed to synthesize it. The reactants are: [CH2:1]([N:3]([CH:14]1[CH2:19][CH2:18][O:17][CH2:16][CH2:15]1)[C:4]1[C:9]([CH3:10])=[C:8]([C:11]([OH:13])=O)[CH:7]=[CH:6][N:5]=1)[CH3:2].CN(C(ON1N=NC2C=CC=NC1=2)=[N+](C)C)C.F[P-](F)(F)(F)(F)F.CCN(C(C)C)C(C)C.[NH2:53][CH2:54][C:55]1[C:56](=[O:63])[NH:57][C:58]([CH3:62])=[CH:59][C:60]=1[CH3:61]. (3) Given the product [CH2:1]([O:3][C:4]([C:6]1([C:9]2[CH:10]=[CH:11][C:12]([C:15]3[CH:16]=[CH:17][C:18]([C:21]4[S:22][C:23]([Cl:29])=[CH:24][C:25]=4[NH:40][C:45]([O:39][C@@H:37]([C:34]4[CH:35]=[CH:36][C:31]([Cl:30])=[CH:32][CH:33]=4)[CH3:38])=[O:49])=[CH:19][CH:20]=3)=[CH:13][CH:14]=2)[CH2:8][CH2:7]1)=[O:5])[CH3:2], predict the reactants needed to synthesize it. The reactants are: [CH2:1]([O:3][C:4]([C:6]1([C:9]2[CH:14]=[CH:13][C:12]([C:15]3[CH:20]=[CH:19][C:18]([C:21]4[S:22][C:23]([Cl:29])=[CH:24][C:25]=4C(=O)N)=[CH:17][CH:16]=3)=[CH:11][CH:10]=2)[CH2:8][CH2:7]1)=[O:5])[CH3:2].[Cl:30][C:31]1[CH:36]=[CH:35][C:34]([C@H:37]([OH:39])[CH3:38])=[CH:33][CH:32]=1.[N:40]1[CH:45]=CC=CC=1.FC(F)(F)C(OI(C1C=CC=CC=1)OC(=O)C(F)(F)F)=[O:49]. (4) Given the product [F:24][C:18]1[C:17]([C:13]2[CH:12]=[C:11]([N:9]3[CH:10]=[C:6]([C:4]([C:27]4[CH:32]=[CH:31][CH:30]=[CH:29][C:28]=4[O:33][CH3:34])=[O:5])[N:7]=[CH:8]3)[CH:16]=[CH:15][CH:14]=2)=[C:22]([F:23])[CH:21]=[CH:20][N:19]=1, predict the reactants needed to synthesize it. The reactants are: CON(C)[C:4]([C:6]1[N:7]=[CH:8][N:9]([C:11]2[CH:16]=[CH:15][CH:14]=[C:13]([C:17]3[C:18]([F:24])=[N:19][CH:20]=[CH:21][C:22]=3[F:23])[CH:12]=2)[CH:10]=1)=[O:5].Br[C:27]1[CH:32]=[CH:31][CH:30]=[CH:29][C:28]=1[O:33][CH3:34]. (5) Given the product [N:35]1[CH:36]=[CH:37][CH:38]=[N:39][C:34]=1[CH2:33][C:10]([C:14]1[CH:19]=[CH:18][CH:17]=[C:16]([O:20][C:21]([F:24])([F:23])[F:22])[CH:15]=1)([C:6]1[CH:7]=[CH:8][CH:9]=[C:4]([O:3][C:2]([F:25])([F:26])[F:1])[CH:5]=1)[C:11]([OH:13])=[O:12], predict the reactants needed to synthesize it. The reactants are: [F:1][C:2]([F:26])([F:25])[O:3][C:4]1[CH:5]=[C:6]([CH:10]([C:14]2[CH:19]=[CH:18][CH:17]=[C:16]([O:20][C:21]([F:24])([F:23])[F:22])[CH:15]=2)[C:11]([OH:13])=[O:12])[CH:7]=[CH:8][CH:9]=1.[Li]CCCC.Br[CH2:33][C:34]1[N:39]=[CH:38][CH:37]=[CH:36][N:35]=1. (6) The reactants are: [OH:1][CH:2]([CH2:12][N:13]1[C:25]2[C:24]3[CH:23]=[CH:22][CH:21]=[CH:20][C:19]=3[N:18]=[CH:17][C:16]=2[N:15]=[C:14]1[CH2:26][CH2:27][CH3:28])[CH2:3][NH:4][C:5](=[O:11])[O:6][C:7]([CH3:10])([CH3:9])[CH3:8].[Si:29](Cl)([C:32]([CH3:35])([CH3:34])[CH3:33])([CH3:31])[CH3:30].C(N(CC)CC)C. Given the product [Si:29]([O:1][CH:2]([CH2:12][N:13]1[C:25]2[C:24]3[CH:23]=[CH:22][CH:21]=[CH:20][C:19]=3[N:18]=[CH:17][C:16]=2[N:15]=[C:14]1[CH2:26][CH2:27][CH3:28])[CH2:3][NH:4][C:5](=[O:11])[O:6][C:7]([CH3:10])([CH3:9])[CH3:8])([C:32]([CH3:35])([CH3:34])[CH3:33])([CH3:31])[CH3:30], predict the reactants needed to synthesize it. (7) Given the product [Br:14][C:15]1[CH:22]=[CH:21][C:20]([F:23])=[CH:19][C:16]=1[CH2:17][N:4]1[CH2:5][CH2:6][N:1]([C:7]2[N:12]=[CH:11][NH:10][C:9](=[O:13])[CH:8]=2)[CH2:2][CH2:3]1, predict the reactants needed to synthesize it. The reactants are: [N:1]1([C:7]2[N:12]=[CH:11][NH:10][C:9](=[O:13])[CH:8]=2)[CH2:6][CH2:5][NH:4][CH2:3][CH2:2]1.[Br:14][C:15]1[CH:22]=[CH:21][C:20]([F:23])=[CH:19][C:16]=1[CH:17]=O.